This data is from Forward reaction prediction with 1.9M reactions from USPTO patents (1976-2016). The task is: Predict the product of the given reaction. Given the reactants [Cl:1][C:2]1[C:13]2[CH2:12][CH2:11][N:10]([CH3:14])[CH2:9][CH2:8][N:7](N)[C:6]=2[CH:5]=[CH:4][CH:3]=1.[C:16]1(=O)[CH2:22][CH2:21][CH2:20][CH2:19][CH2:18][CH2:17]1.O.C1(C)C=CC(S(O)(=O)=O)=CC=1, predict the reaction product. The product is: [Cl:1][C:2]1[C:13]2[CH2:12][CH2:11][N:10]([CH3:14])[CH2:9][CH2:8][N:7]3[C:6]=2[C:5]([C:16]2[CH2:22][CH2:21][CH2:20][CH2:19][CH2:18][C:17]=23)=[CH:4][CH:3]=1.